The task is: Predict the product of the given reaction.. This data is from Forward reaction prediction with 1.9M reactions from USPTO patents (1976-2016). (1) Given the reactants [F:1][C:2]1[CH:7]=[CH:6][C:5]([S:8]([CH2:11][CH2:12][C:13]([OH:15])=O)(=O)=O)=[CH:4][CH:3]=1.C(Cl)(=O)C(Cl)=O, predict the reaction product. The product is: [F:1][C:2]1[CH:3]=[CH:4][C:5]2[S:8][CH2:11][CH2:12][C:13](=[O:15])[C:6]=2[CH:7]=1. (2) Given the reactants [Br:1][C:2]1[CH:3]=[N:4][C:5]2[N:6]([N:8]=[C:9]([C:11]([OH:13])=O)[CH:10]=2)[CH:7]=1.[Cl:14][C:15]1[CH:16]=[C:17]2[C:22](=[CH:23][C:24]=1[Cl:25])[CH:21]([CH3:26])[NH:20][CH2:19][CH2:18]2, predict the reaction product. The product is: [Br:1][C:2]1[CH:3]=[N:4][C:5]2[N:6]([N:8]=[C:9]([C:11]([N:20]3[CH2:19][CH2:18][C:17]4[C:22](=[CH:23][C:24]([Cl:25])=[C:15]([Cl:14])[CH:16]=4)[CH:21]3[CH3:26])=[O:13])[CH:10]=2)[CH:7]=1.